This data is from NCI-60 drug combinations with 297,098 pairs across 59 cell lines. The task is: Regression. Given two drug SMILES strings and cell line genomic features, predict the synergy score measuring deviation from expected non-interaction effect. (1) Drug 1: C1CCC(CC1)NC(=O)N(CCCl)N=O. Drug 2: CC1=CC2C(CCC3(C2CCC3(C(=O)C)OC(=O)C)C)C4(C1=CC(=O)CC4)C. Cell line: SNB-19. Synergy scores: CSS=17.1, Synergy_ZIP=8.19, Synergy_Bliss=9.58, Synergy_Loewe=-8.14, Synergy_HSA=3.00. (2) Drug 1: CC1C(C(CC(O1)OC2CC(OC(C2O)C)OC3=CC4=CC5=C(C(=O)C(C(C5)C(C(=O)C(C(C)O)O)OC)OC6CC(C(C(O6)C)O)OC7CC(C(C(O7)C)O)OC8CC(C(C(O8)C)O)(C)O)C(=C4C(=C3C)O)O)O)O. Drug 2: COC1=NC(=NC2=C1N=CN2C3C(C(C(O3)CO)O)O)N. Cell line: A498. Synergy scores: CSS=4.32, Synergy_ZIP=2.46, Synergy_Bliss=1.41, Synergy_Loewe=-16.1, Synergy_HSA=-1.21. (3) Drug 1: COC1=CC(=CC(=C1O)OC)C2C3C(COC3=O)C(C4=CC5=C(C=C24)OCO5)OC6C(C(C7C(O6)COC(O7)C8=CC=CS8)O)O. Drug 2: CN(CC1=CN=C2C(=N1)C(=NC(=N2)N)N)C3=CC=C(C=C3)C(=O)NC(CCC(=O)O)C(=O)O. Cell line: UACC-257. Synergy scores: CSS=12.0, Synergy_ZIP=-2.06, Synergy_Bliss=2.69, Synergy_Loewe=1.77, Synergy_HSA=3.33. (4) Drug 1: C1CCC(CC1)NC(=O)N(CCCl)N=O. Drug 2: CCC1(C2=C(COC1=O)C(=O)N3CC4=CC5=C(C=CC(=C5CN(C)C)O)N=C4C3=C2)O.Cl. Cell line: LOX IMVI. Synergy scores: CSS=56.5, Synergy_ZIP=-2.02, Synergy_Bliss=1.01, Synergy_Loewe=4.19, Synergy_HSA=5.09. (5) Drug 2: CCC1(C2=C(COC1=O)C(=O)N3CC4=CC5=C(C=CC(=C5CN(C)C)O)N=C4C3=C2)O.Cl. Synergy scores: CSS=28.0, Synergy_ZIP=-8.99, Synergy_Bliss=-5.53, Synergy_Loewe=-8.55, Synergy_HSA=-4.49. Drug 1: CC(CN1CC(=O)NC(=O)C1)N2CC(=O)NC(=O)C2. Cell line: RPMI-8226. (6) Drug 1: CS(=O)(=O)C1=CC(=C(C=C1)C(=O)NC2=CC(=C(C=C2)Cl)C3=CC=CC=N3)Cl. Drug 2: CN1C2=C(C=C(C=C2)N(CCCl)CCCl)N=C1CCCC(=O)O.Cl. Cell line: MDA-MB-435. Synergy scores: CSS=-2.25, Synergy_ZIP=5.33, Synergy_Bliss=8.29, Synergy_Loewe=-0.572, Synergy_HSA=0.268. (7) Drug 1: CN1C(=O)N2C=NC(=C2N=N1)C(=O)N. Drug 2: CN(C(=O)NC(C=O)C(C(C(CO)O)O)O)N=O. Cell line: K-562. Synergy scores: CSS=17.0, Synergy_ZIP=-5.43, Synergy_Bliss=-2.49, Synergy_Loewe=2.18, Synergy_HSA=2.64.